From a dataset of Full USPTO retrosynthesis dataset with 1.9M reactions from patents (1976-2016). Predict the reactants needed to synthesize the given product. (1) Given the product [C:18]([O:22][C:23]([N:25]1[C:33]2[C:28](=[CH:29][C:30]([O:34][CH2:2][C:3]3[CH:7]=[C:6]([C:8]([F:11])([F:10])[F:9])[N:5]([C:12]4[CH:17]=[CH:16][CH:15]=[CH:14][CH:13]=4)[N:4]=3)=[CH:31][CH:32]=2)[CH2:27][CH2:26]1)=[O:24])([CH3:21])([CH3:19])[CH3:20], predict the reactants needed to synthesize it. The reactants are: Br[CH2:2][C:3]1[CH:7]=[C:6]([C:8]([F:11])([F:10])[F:9])[N:5]([C:12]2[CH:17]=[CH:16][CH:15]=[CH:14][CH:13]=2)[N:4]=1.[C:18]([O:22][C:23]([N:25]1[C:33]2[C:28](=[CH:29][C:30]([OH:34])=[CH:31][CH:32]=2)[CH2:27][CH2:26]1)=[O:24])([CH3:21])([CH3:20])[CH3:19].C(=O)([O-])[O-].[K+].[K+]. (2) Given the product [N:7]1[CH:12]=[CH:11][CH:10]=[C:9]([CH2:1][C:2]([Cl:4])=[O:3])[CH:8]=1, predict the reactants needed to synthesize it. The reactants are: [C:1](Cl)(=O)[C:2]([Cl:4])=[O:3].[N:7]1[CH:12]=[CH:11][CH:10]=[C:9](CC(O)=O)[CH:8]=1. (3) Given the product [F:20][C:11]1[CH:12]=[C:13]([C:16]([OH:19])([CH3:17])[CH3:18])[CH:14]=[CH:15][C:10]=1[C:4]1[S:3][C:2]([NH:1][C:26]2[CH:27]=[CH:22][N:23]=[C:24]([CH2:28][N:29]3[CH2:34][CH2:33][O:32][CH2:31][CH:30]3[CH2:35][F:36])[N:25]=2)=[C:6]([C:7]([NH2:9])=[O:8])[CH:5]=1, predict the reactants needed to synthesize it. The reactants are: [NH2:1][C:2]1[S:3][C:4]([C:10]2[CH:15]=[CH:14][C:13]([C:16]([OH:19])([CH3:18])[CH3:17])=[CH:12][C:11]=2[F:20])=[CH:5][C:6]=1[C:7]([NH2:9])=[O:8].Cl[C:22]1[CH:27]=[CH:26][N:25]=[C:24]([CH2:28][N:29]2[CH2:34][CH2:33][O:32][CH2:31][CH:30]2[CH2:35][F:36])[N:23]=1. (4) Given the product [NH2:27][C:28]1[C:37]([Cl:38])=[CH:36][C:31]([C:32]([O:34][CH3:35])=[O:33])=[C:30]([CH3:39])[C:29]=1[I:13], predict the reactants needed to synthesize it. The reactants are: NC1C=CC(C(OC)=O)=C(Cl)C=1[I:13].NC1C(I)=CC(C(OC)=O)=C(Cl)C=1.[NH2:27][C:28]1[C:37]([Cl:38])=[CH:36][C:31]([C:32]([O:34][CH3:35])=[O:33])=[C:30]([CH3:39])[CH:29]=1. (5) Given the product [CH2:12]([O:19][C:20]1[CH:21]=[CH:22][C:23]([O:30][CH3:31])=[C:24]([C:25]([C:5]2[S:6][C:2]([CH3:1])=[CH:3][N:4]=2)=[O:26])[CH:29]=1)[C:13]1[CH:14]=[CH:15][CH:16]=[CH:17][CH:18]=1, predict the reactants needed to synthesize it. The reactants are: [CH3:1][C:2]1[S:6][CH:5]=[N:4][CH:3]=1.[Li]CCCC.[CH2:12]([O:19][C:20]1[CH:21]=[CH:22][C:23]([O:30][CH3:31])=[C:24]([CH:29]=1)[C:25](OC)=[O:26])[C:13]1[CH:18]=[CH:17][CH:16]=[CH:15][CH:14]=1.Cl. (6) The reactants are: C([O:3][C:4]([C:6]1[C:7]([C:12]2[CH:17]=[CH:16][C:15]([F:18])=[CH:14][CH:13]=2)=[N:8][O:9][C:10]=1[CH3:11])=O)C.[H-].[Al+3].[Li+].[H-].[H-].[H-].O.[OH-].[Na+]. Given the product [F:18][C:15]1[CH:14]=[CH:13][C:12]([C:7]2[C:6]([CH2:4][OH:3])=[C:10]([CH3:11])[O:9][N:8]=2)=[CH:17][CH:16]=1, predict the reactants needed to synthesize it.